Dataset: Catalyst prediction with 721,799 reactions and 888 catalyst types from USPTO. Task: Predict which catalyst facilitates the given reaction. (1) Reactant: [C:1]1([NH:7][C:8]([C@H:10]2[C@@H:14]([CH2:15][C:16]3[CH:21]=[CH:20][CH:19]=[CH:18][CH:17]=3)[CH2:13][N:12]([CH2:22][C:23]3[CH:28]=[CH:27][CH:26]=[CH:25][CH:24]=3)[CH2:11]2)=O)[CH:6]=[CH:5][CH:4]=[CH:3][CH:2]=1.S(C)C.CO. Product: [CH2:22]([N:12]1[CH2:13][C@H:14]([CH2:15][C:16]2[CH:17]=[CH:18][CH:19]=[CH:20][CH:21]=2)[C@H:10]([CH2:8][NH:7][C:1]2[CH:6]=[CH:5][CH:4]=[CH:3][CH:2]=2)[CH2:11]1)[C:23]1[CH:24]=[CH:25][CH:26]=[CH:27][CH:28]=1. The catalyst class is: 1. (2) Reactant: [NH2:1][C:2]1[CH:3]=[C:4]2[C:9](=[CH:10][CH:11]=1)[N:8]=[CH:7][C:6]([C:12]#[N:13])=[C:5]2[NH:14][C:15]1[CH:20]=[CH:19][C:18]([F:21])=[C:17]([Cl:22])[CH:16]=1.[N:23]1[CH:28]=[CH:27][CH:26]=[CH:25][C:24]=1[CH:29]1[CH2:33][CH2:32][CH2:31][C:30]1=O.[BH3-]C#N.[Na+]. Product: [Cl:22][C:17]1[CH:16]=[C:15]([NH:14][C:5]2[C:4]3[C:9](=[CH:10][CH:11]=[C:2]([NH:1][CH:30]4[CH2:31][CH2:32][CH2:33][CH:29]4[C:24]4[CH:25]=[CH:26][CH:27]=[CH:28][N:23]=4)[CH:3]=3)[N:8]=[CH:7][C:6]=2[C:12]#[N:13])[CH:20]=[CH:19][C:18]=1[F:21]. The catalyst class is: 14. (3) Reactant: C([CH:5]([O:27][C:28]1[CH:29]=[N:30][NH:31][C:32](=[O:35])[C:33]=1[Cl:34])[C:6]1[CH:26]=[CH:25][C:9]([O:10][CH2:11][CH2:12][CH2:13]OS(C2C=CC(C)=CC=2)(=O)=O)=[CH:8][CH:7]=1)(C)(C)C.[F-:36].[K+]. Product: [C:6]([N:31]1[C:32](=[O:35])[C:33]([Cl:34])=[C:28]([O:27][CH2:5][C:6]2[CH:7]=[CH:8][C:9]([O:10][CH2:11][CH2:12][CH2:13][F:36])=[CH:25][CH:26]=2)[CH:29]=[N:30]1)([CH3:26])([CH3:7])[CH3:5]. The catalyst class is: 10. (4) Reactant: [NH:1]1[CH:5]=[C:4]([CH2:6][OH:7])[N:3]=[CH:2]1.N1C=CN=C1.[CH3:13][C:14]([Si:17](Cl)([C:24]1[CH:29]=[CH:28][CH:27]=[CH:26][CH:25]=1)[C:18]1[CH:23]=[CH:22][CH:21]=[CH:20][CH:19]=1)([CH3:16])[CH3:15]. Product: [Si:17]([O:7][CH2:6][C:4]1[N:3]=[CH:2][NH:1][CH:5]=1)([C:14]([CH3:16])([CH3:15])[CH3:13])([C:24]1[CH:25]=[CH:26][CH:27]=[CH:28][CH:29]=1)[C:18]1[CH:23]=[CH:22][CH:21]=[CH:20][CH:19]=1. The catalyst class is: 3. (5) Reactant: [OH:1][CH2:2][C:3]1[C:4]2[N:5]([N:11]=[C:12]([CH:14]([CH3:16])[CH3:15])[CH:13]=2)[C:6]([O:9][CH3:10])=[CH:7][CH:8]=1. Product: [CH:14]([C:12]1[CH:13]=[C:4]2[C:3]([CH:2]=[O:1])=[CH:8][CH:7]=[C:6]([O:9][CH3:10])[N:5]2[N:11]=1)([CH3:16])[CH3:15]. The catalyst class is: 428. (6) Reactant: Cl.Cl.[OH:3][C@H:4]1[C@H:8]([OH:9])[C@@H:7]([CH2:10][OH:11])[NH:6][C@H:5]1[C:12]1[C:16]2[N:17]=[CH:18][NH:19][C:20](=[O:21])[C:15]=2[NH:14][CH:13]=1.CO.C(N(CC)CC)C.[C:31](O[C:31]([O:33][C:34]([CH3:37])([CH3:36])[CH3:35])=[O:32])([O:33][C:34]([CH3:37])([CH3:36])[CH3:35])=[O:32]. Product: [OH:9][C@H:8]1[C@H:4]([OH:3])[C@H:5]([C:12]2[C:16]3[N:17]=[CH:18][NH:19][C:20](=[O:21])[C:15]=3[NH:14][CH:13]=2)[N:6]([C:31]([O:33][C:34]([CH3:37])([CH3:36])[CH3:35])=[O:32])[C@@H:7]1[CH2:10][OH:11]. The catalyst class is: 6. (7) Reactant: [Cl:1][C:2]([Cl:11])([Cl:10])[C:3](=O)/[CH:4]=[CH:5]/OCC.[NH:12]1[C:16]2[CH:17]=[CH:18][CH:19]=[CH:20][C:15]=2[N:14]=[C:13]1[NH2:21].C(N(CC)CC)C. Product: [Cl:11][C:2]([Cl:1])([Cl:10])[C:3]1[CH:4]=[CH:5][N:12]2[C:16]3[CH:17]=[CH:18][CH:19]=[CH:20][C:15]=3[N:14]=[C:13]2[N:21]=1. The catalyst class is: 11.